This data is from Forward reaction prediction with 1.9M reactions from USPTO patents (1976-2016). The task is: Predict the product of the given reaction. (1) Given the reactants [CH3:1][C:2]1[C:3]([CH2:16][C:17](O)=[O:18])=[C:4]([CH3:15])[C:5]2[C:13]3[C:8](=[CH:9][CH:10]=[CH:11][CH:12]=3)[NH:7][C:6]=2[N:14]=1.Cl.[CH3:21][NH:22][CH3:23].Cl.C(N=C=NCCCN(C)C)C.ON1C2C=CC=CC=2N=N1.C(=O)(O)[O-].[Na+], predict the reaction product. The product is: [CH3:1][C:2]1[C:3]([CH2:16][C:17]([N:22]([CH3:23])[CH3:21])=[O:18])=[C:4]([CH3:15])[C:5]2[C:13]3[C:8](=[CH:9][CH:10]=[CH:11][CH:12]=3)[NH:7][C:6]=2[N:14]=1. (2) Given the reactants Br[C:2]1[NH:6][CH:5]=[N:4][C:3]=1[C:7]1[CH:12]=[C:11]([C:13]#[N:14])[CH:10]=[CH:9][N:8]=1.[Cl:15][C:16]1[CH:21]=[CH:20][C:19](B(O)O)=[CH:18][C:17]=1[F:25], predict the reaction product. The product is: [Cl:15][C:16]1[CH:21]=[CH:20][C:19]([C:2]2[NH:6][CH:5]=[N:4][C:3]=2[C:7]2[CH:12]=[C:11]([C:13]#[N:14])[CH:10]=[CH:9][N:8]=2)=[CH:18][C:17]=1[F:25]. (3) Given the reactants CCN(C(C)C)C(C)C.Cl[C:11]([OH:13])=[O:12].[Cl:14][CH2:15][CH2:16][CH3:17].[N:18]1([C:24](=[O:26])[CH3:25])[CH2:23][CH2:22][NH:21][CH2:20][CH2:19]1, predict the reaction product. The product is: [Cl:14][CH2:15][CH2:16][CH2:17][O:13][C:11]([N:21]1[CH2:22][CH2:23][N:18]([C:24](=[O:26])[CH3:25])[CH2:19][CH2:20]1)=[O:12]. (4) Given the reactants [C:1]([O:5][C:6]([N:8]1[CH2:13][CH2:12][CH:11]([N:14]2[C:27]3[CH:26]=[CH:25][C:24]([C:28]#[N:29])=[CH:23][C:22]=3[O:21][C:20]3[C:15]2=[CH:16][CH:17]=[CH:18][CH:19]=3)[CH2:10][CH2:9]1)=[O:7])([CH3:4])([CH3:3])[CH3:2].Cl.[OH-:31].[NH4+:32].C(=O)([O-])[O-].[K+].[K+].O, predict the reaction product. The product is: [C:1]([O:5][C:6]([N:8]1[CH2:13][CH2:12][CH:11]([N:14]2[C:27]3[CH:26]=[CH:25][C:24]([C:28](=[NH:32])[NH:29][OH:31])=[CH:23][C:22]=3[O:21][C:20]3[C:15]2=[CH:16][CH:17]=[CH:18][CH:19]=3)[CH2:10][CH2:9]1)=[O:7])([CH3:4])([CH3:2])[CH3:3]. (5) Given the reactants [CH2:1]([C:3]1[CH:18]=[C:17]([C:19]2[N:23]=[C:22]([C:24]3[CH:29]=[C:28]([CH3:30])[N:27]=[C:26](NCC)[N:25]=3)[O:21][N:20]=2)[CH:16]=[C:15]([CH3:34])[C:4]=1[O:5][CH2:6][C@@H:7]([OH:14])[CH2:8][NH:9][C:10](=[O:13])[CH2:11][OH:12])C.[CH3:35][O:36]C1N=C(C(O)=O)C=C(C)N=1, predict the reaction product. The product is: [CH3:35][O:36][C:26]1[N:25]=[C:24]([C:22]2[O:21][N:20]=[C:19]([C:17]3[CH:16]=[C:15]([CH3:34])[C:4]([O:5][CH2:6][CH:7]([OH:14])[CH2:8][NH:9][C:10](=[O:13])[CH2:11][OH:12])=[C:3]([CH3:1])[CH:18]=3)[N:23]=2)[CH:29]=[C:28]([CH3:30])[N:27]=1. (6) Given the reactants [NH2:1][C:2]1[N:7]=[C:6]([C:8]2[O:9][CH:10]=[CH:11][CH:12]=2)[C:5]([C:13]#[N:14])=[C:4](S(C)(=O)=O)[N:3]=1.[C:19]1([CH2:25][CH2:26][CH2:27][OH:28])[CH:24]=[CH:23][CH:22]=[CH:21][CH:20]=1.C1CCN2C(=NCCC2)CC1, predict the reaction product. The product is: [NH2:1][C:2]1[N:7]=[C:6]([C:8]2[O:9][CH:10]=[CH:11][CH:12]=2)[C:5]([C:13]#[N:14])=[C:4]([O:28][CH2:27][CH2:26][CH2:25][C:19]2[CH:24]=[CH:23][CH:22]=[CH:21][CH:20]=2)[N:3]=1. (7) Given the reactants [CH:1]1[C:6]2[CH2:7][CH2:8][CH2:9][CH2:10][C:11](=[O:12])[C:5]=2[CH:4]=[CH:3][CH:2]=1.S(=O)(=O)(O)O.[N+:18]([O-])([OH:20])=[O:19], predict the reaction product. The product is: [N+:18]([C:1]1[C:6]2[CH2:7][CH2:8][CH2:9][CH2:10][C:11](=[O:12])[C:5]=2[CH:4]=[CH:3][CH:2]=1)([O-:20])=[O:19]. (8) Given the reactants CC([N:5]([CH2:9][C:10]1[C:11](=[O:21])[NH:12][C:13]([CH:17]2[CH2:20][CH2:19][CH2:18]2)=[CH:14][C:15]=1[CH3:16])C(=O)[O-])(C)C.[ClH:22], predict the reaction product. The product is: [NH2:5][CH2:9][C:10]1[C:11](=[O:21])[NH:12][C:13]([CH:17]2[CH2:18][CH2:19][CH2:20]2)=[CH:14][C:15]=1[CH3:16].[ClH:22]. (9) The product is: [N:1]1([CH2:14][CH2:15][CH2:16][C:17]([C:19]2[CH:24]=[CH:23][CH:22]=[CH:21][CH:20]=2)=[O:18])[C:13]2[C:12]3[CH:11]=[CH:10][CH:9]=[CH:8][C:7]=3[N:6]=[CH:5][C:4]=2[N:3]=[CH:2]1. Given the reactants [N:1]1([CH2:14][CH2:15][CH2:16][CH:17]([C:19]2[CH:24]=[CH:23][CH:22]=[CH:21][CH:20]=2)[OH:18])[C:13]2[C:12]3[CH:11]=[CH:10][CH:9]=[CH:8][C:7]=3[N:6]=[CH:5][C:4]=2[N:3]=[CH:2]1.CS(C)=O.C(Cl)(=O)C(Cl)=O.C(N(CC)CC)C, predict the reaction product.